This data is from Peptide-MHC class II binding affinity with 134,281 pairs from IEDB. The task is: Regression. Given a peptide amino acid sequence and an MHC pseudo amino acid sequence, predict their binding affinity value. This is MHC class II binding data. The peptide sequence is QPCNGVTMNDVKIEY. The MHC is HLA-DQA10102-DQB10502 with pseudo-sequence HLA-DQA10102-DQB10502. The binding affinity (normalized) is 0.0428.